Dataset: Forward reaction prediction with 1.9M reactions from USPTO patents (1976-2016). Task: Predict the product of the given reaction. Given the reactants [Cl:1][C:2]1[C:7]([CH3:8])=[CH:6][C:5]([S:9]([NH:12][C:13]2[CH:14]=[C:15]([C:19]3[CH:24]=[CH:23][C:22]([C:25]([OH:27])=O)=[C:21]([CH3:28])[CH:20]=3)[CH:16]=[CH:17][CH:18]=2)(=[O:11])=[O:10])=[C:4]([CH3:29])[CH:3]=1.[NH2:30][CH2:31][C:32]([CH3:35])([OH:34])[CH3:33], predict the reaction product. The product is: [OH:34][C:32]([CH3:35])([CH3:33])[CH2:31][NH:30][C:25]([C:22]1[CH:23]=[CH:24][C:19]([C:15]2[CH:16]=[CH:17][CH:18]=[C:13]([NH:12][S:9]([C:5]3[CH:6]=[C:7]([CH3:8])[C:2]([Cl:1])=[CH:3][C:4]=3[CH3:29])(=[O:11])=[O:10])[CH:14]=2)=[CH:20][C:21]=1[CH3:28])=[O:27].